From a dataset of Full USPTO retrosynthesis dataset with 1.9M reactions from patents (1976-2016). Predict the reactants needed to synthesize the given product. (1) Given the product [CH2:1]([O:8][C:9]([N:11]1[C:15]2[CH:16]=[N:17][CH:18]=[C:19]([O:20][CH:36]3[CH2:37][CH2:38][N:33]([C:31]([O:30][C:26]([CH3:29])([CH3:28])[CH3:27])=[O:32])[CH2:34][CH2:35]3)[C:14]=2[C:13]2[CH:21]=[C:22]([Br:25])[CH:23]=[N:24][C:12]1=2)=[O:10])[C:2]1[CH:3]=[CH:4][CH:5]=[CH:6][CH:7]=1, predict the reactants needed to synthesize it. The reactants are: [CH2:1]([O:8][C:9]([N:11]1[C:15]2[CH:16]=[N:17][CH:18]=[C:19]([OH:20])[C:14]=2[C:13]2[CH:21]=[C:22]([Br:25])[CH:23]=[N:24][C:12]1=2)=[O:10])[C:2]1[CH:7]=[CH:6][CH:5]=[CH:4][CH:3]=1.[C:26]([O:30][C:31]([N:33]1[CH2:38][CH2:37][CH:36](O)[CH2:35][CH2:34]1)=[O:32])([CH3:29])([CH3:28])[CH3:27].C1(P(C2C=CC=CC=2)C2C=CC=CC=2)C=CC=CC=1.N(C(OCC)=O)=NC(OCC)=O. (2) Given the product [CH:1]([C:4]1[N:8]2[CH:9]=[C:10]([S:13][C@H:14]3[C:22]4[C:17](=[CH:18][CH:19]=[CH:20][CH:21]=4)[C@H:16]([NH2:23])[CH2:15]3)[CH:11]=[CH:12][C:7]2=[N:6][N:5]=1)([CH3:3])[CH3:2], predict the reactants needed to synthesize it. The reactants are: [CH:1]([C:4]1[N:8]2[CH:9]=[C:10]([S:13][C@H:14]3[C:22]4[C:17](=[CH:18][CH:19]=[CH:20][CH:21]=4)[C@H:16]([N:23]4C(=O)C5C(=CC=CC=5)C4=O)[CH2:15]3)[CH:11]=[CH:12][C:7]2=[N:6][N:5]=1)([CH3:3])[CH3:2].O.NN.